Task: Predict the reactants needed to synthesize the given product.. Dataset: Full USPTO retrosynthesis dataset with 1.9M reactions from patents (1976-2016) (1) The reactants are: Cl.[NH2:2][CH:3]1[CH2:8][CH2:7][CH:6]([NH:9][C:10]([C:12]2[C:13]([C:18]3[C:23]([Cl:24])=[CH:22][CH:21]=[CH:20][C:19]=3[Cl:25])=[N:14][O:15][C:16]=2[CH3:17])=[O:11])[CH2:5][CH2:4]1.[C:26](O)(=O)[CH3:27].[CH:30](=O)[CH3:31].[BH-](OC(C)=O)(OC(C)=O)OC(C)=O.[Na+]. Given the product [Cl:24][C:23]1[CH:22]=[CH:21][CH:20]=[C:19]([Cl:25])[C:18]=1[C:13]1[C:12]([C:10]([NH:9][CH:6]2[CH2:7][CH2:8][CH:3]([N:2]([CH2:26][CH3:27])[CH2:30][CH3:31])[CH2:4][CH2:5]2)=[O:11])=[C:16]([CH3:17])[O:15][N:14]=1, predict the reactants needed to synthesize it. (2) Given the product [ClH:4].[NH2:7][C:8]1[S:9][CH:10]=[C:11]([C:13]2[CH:18]=[CH:17][C:16]([NH:19][C:20]([CH2:22][N:23]([C:34]3[CH:42]=[CH:41][C:37]4[N:38]=[CH:39][S:40][C:36]=4[CH:35]=3)[C:24]([CH2:26][CH:27]3[CH2:32][CH2:31][CH:30]([OH:33])[CH2:29][CH2:28]3)=[O:25])=[O:21])=[CH:15][CH:14]=2)[N:12]=1, predict the reactants needed to synthesize it. The reactants are: CO.C(Cl)(Cl)[Cl:4].[NH2:7][C:8]1[S:9][CH:10]=[C:11]([C:13]2[CH:18]=[CH:17][C:16]([NH:19][C:20]([CH2:22][N:23]([C:34]3[CH:42]=[CH:41][C:37]4[N:38]=[CH:39][S:40][C:36]=4[CH:35]=3)[C:24]([CH2:26][CH:27]3[CH2:32][CH2:31][C:30](=[O:33])[CH2:29][CH2:28]3)=[O:25])=[O:21])=[CH:15][CH:14]=2)[N:12]=1.[BH4-].[Na+]. (3) Given the product [OH:17][CH2:18][CH2:19][C:20]1[CH:25]=[C:24]([C:2]2[N:3]=[C:4]3[C:10]([C:11](=[O:16])[C:12]([CH3:15])([CH3:14])[CH3:13])=[CH:9][NH:8][C:5]3=[N:6][CH:7]=2)[CH:23]=[CH:22][CH:21]=1, predict the reactants needed to synthesize it. The reactants are: Br[C:2]1[N:3]=[C:4]2[C:10]([C:11](=[O:16])[C:12]([CH3:15])([CH3:14])[CH3:13])=[CH:9][NH:8][C:5]2=[N:6][CH:7]=1.[OH:17][CH2:18][CH2:19][C:20]1[CH:21]=[C:22](B(O)O)[CH:23]=[CH:24][CH:25]=1. (4) Given the product [CH2:1]([O:4][C:5]1([CH3:32])[CH2:6][CH2:7][N:8]([C:11]2[N:16]3[CH:17]=[C:18]([NH:20][S:41]([CH2:40][C:37]4[CH:38]=[CH:39][C:34]([F:33])=[CH:35][CH:36]=4)(=[O:42])=[O:43])[N:19]=[C:15]3[CH:14]=[C:13]([CH3:21])[C:12]=2[C@H:22]([O:27][C:28]([CH3:29])([CH3:31])[CH3:30])[C:23]([OH:25])=[O:24])[CH2:9][CH2:10]1)[CH:2]=[CH2:3], predict the reactants needed to synthesize it. The reactants are: [CH2:1]([O:4][C:5]1([CH3:32])[CH2:10][CH2:9][N:8]([C:11]2[N:16]3[CH:17]=[C:18]([NH2:20])[N:19]=[C:15]3[CH:14]=[C:13]([CH3:21])[C:12]=2[C@H:22]([O:27][C:28]([CH3:31])([CH3:30])[CH3:29])[C:23]([O:25]C)=[O:24])[CH2:7][CH2:6]1)[CH:2]=[CH2:3].[F:33][C:34]1[CH:39]=[CH:38][C:37]([CH2:40][S:41](Cl)(=[O:43])=[O:42])=[CH:36][CH:35]=1.O.CO.